From a dataset of NCI-60 drug combinations with 297,098 pairs across 59 cell lines. Regression. Given two drug SMILES strings and cell line genomic features, predict the synergy score measuring deviation from expected non-interaction effect. (1) Drug 1: COC1=C(C=C2C(=C1)N=CN=C2NC3=CC(=C(C=C3)F)Cl)OCCCN4CCOCC4. Drug 2: C1=CC=C(C(=C1)C(C2=CC=C(C=C2)Cl)C(Cl)Cl)Cl. Cell line: SN12C. Synergy scores: CSS=28.9, Synergy_ZIP=-3.62, Synergy_Bliss=4.33, Synergy_Loewe=-6.12, Synergy_HSA=5.09. (2) Drug 1: C1=CC(=C2C(=C1NCCNCCO)C(=O)C3=C(C=CC(=C3C2=O)O)O)NCCNCCO. Drug 2: C1CN1P(=S)(N2CC2)N3CC3. Cell line: KM12. Synergy scores: CSS=17.5, Synergy_ZIP=-6.57, Synergy_Bliss=-7.94, Synergy_Loewe=-5.16, Synergy_HSA=-3.61. (3) Drug 1: C1CC(=O)NC(=O)C1N2C(=O)C3=CC=CC=C3C2=O. Drug 2: C1CN(P(=O)(OC1)NCCCl)CCCl. Cell line: COLO 205. Synergy scores: CSS=7.45, Synergy_ZIP=-3.79, Synergy_Bliss=1.30, Synergy_Loewe=-0.252, Synergy_HSA=0.300. (4) Drug 1: C1=NC(=NC(=O)N1C2C(C(C(O2)CO)O)O)N. Drug 2: COC1=C2C(=CC3=C1OC=C3)C=CC(=O)O2. Cell line: SF-539. Synergy scores: CSS=31.5, Synergy_ZIP=-1.14, Synergy_Bliss=9.74, Synergy_Loewe=-6.00, Synergy_HSA=4.78. (5) Drug 1: COC1=CC(=CC(=C1O)OC)C2C3C(COC3=O)C(C4=CC5=C(C=C24)OCO5)OC6C(C(C7C(O6)COC(O7)C8=CC=CS8)O)O. Drug 2: C#CCC(CC1=CN=C2C(=N1)C(=NC(=N2)N)N)C3=CC=C(C=C3)C(=O)NC(CCC(=O)O)C(=O)O. Cell line: A498. Synergy scores: CSS=27.5, Synergy_ZIP=-4.55, Synergy_Bliss=-2.81, Synergy_Loewe=-1.41, Synergy_HSA=-1.14. (6) Drug 1: CC1=C(N=C(N=C1N)C(CC(=O)N)NCC(C(=O)N)N)C(=O)NC(C(C2=CN=CN2)OC3C(C(C(C(O3)CO)O)O)OC4C(C(C(C(O4)CO)O)OC(=O)N)O)C(=O)NC(C)C(C(C)C(=O)NC(C(C)O)C(=O)NCCC5=NC(=CS5)C6=NC(=CS6)C(=O)NCCC[S+](C)C)O. Drug 2: C1C(C(OC1N2C=NC3=C2NC=NCC3O)CO)O. Cell line: SK-OV-3. Synergy scores: CSS=6.04, Synergy_ZIP=-1.20, Synergy_Bliss=1.64, Synergy_Loewe=-0.990, Synergy_HSA=1.52. (7) Drug 1: C1=C(C(=O)NC(=O)N1)F. Drug 2: CC1=C(C(CCC1)(C)C)C=CC(=CC=CC(=CC(=O)O)C)C. Cell line: MCF7. Synergy scores: CSS=31.9, Synergy_ZIP=1.45, Synergy_Bliss=0.0766, Synergy_Loewe=6.34, Synergy_HSA=7.44. (8) Drug 1: CC12CCC(CC1=CCC3C2CCC4(C3CC=C4C5=CN=CC=C5)C)O. Drug 2: C1=CC=C(C=C1)NC(=O)CCCCCCC(=O)NO. Cell line: RPMI-8226. Synergy scores: CSS=15.1, Synergy_ZIP=-15.0, Synergy_Bliss=-16.9, Synergy_Loewe=-17.8, Synergy_HSA=-16.1. (9) Drug 1: C1CCC(C1)C(CC#N)N2C=C(C=N2)C3=C4C=CNC4=NC=N3. Drug 2: C1=CN(C=N1)CC(O)(P(=O)(O)O)P(=O)(O)O. Cell line: SR. Synergy scores: CSS=51.7, Synergy_ZIP=7.76, Synergy_Bliss=8.73, Synergy_Loewe=-1.16, Synergy_HSA=7.31. (10) Drug 1: C1CCC(C1)C(CC#N)N2C=C(C=N2)C3=C4C=CNC4=NC=N3. Drug 2: C1CN(P(=O)(OC1)NCCCl)CCCl. Cell line: SN12C. Synergy scores: CSS=0.847, Synergy_ZIP=-2.11, Synergy_Bliss=-3.84, Synergy_Loewe=-7.57, Synergy_HSA=-4.27.